Dataset: Full USPTO retrosynthesis dataset with 1.9M reactions from patents (1976-2016). Task: Predict the reactants needed to synthesize the given product. (1) Given the product [CH3:15][C:14]1([CH3:16])[CH2:13][CH2:12][N:11]2[CH:17]=[N:18][CH:19]=[C:10]2[CH:9]1[C:6]1[CH:7]=[CH:8][C:3]([OH:2])=[CH:4][CH:5]=1, predict the reactants needed to synthesize it. The reactants are: C[O:2][C:3]1[CH:8]=[CH:7][C:6]([CH:9]2[C:14]([CH3:16])([CH3:15])[CH2:13][CH2:12][N:11]3[CH:17]=[N:18][CH:19]=[C:10]23)=[CH:5][CH:4]=1.B(Br)(Br)Br.C(=O)([O-])O.[Na+]. (2) Given the product [S:15]1[CH:19]=[CH:18][N:17]=[C:16]1[CH:20]=[N:13][CH:8]([CH2:9][CH:10]([CH3:11])[CH3:12])[C:7]([O:6][C:2]([CH3:3])([CH3:5])[CH3:4])=[O:14], predict the reactants needed to synthesize it. The reactants are: Cl.[C:2]([O:6][C:7](=[O:14])[CH:8]([NH2:13])[CH2:9][CH:10]([CH3:12])[CH3:11])([CH3:5])([CH3:4])[CH3:3].[S:15]1[CH:19]=[CH:18][N:17]=[C:16]1[CH:20]=O.C(N(CC)CC)C. (3) The reactants are: [C:1]1([NH:7][C:8]2[S:9][C:10]([C:20]([OH:22])=O)=[C:11]3[CH2:19][CH2:18][C:14]4[CH:15]=[N:16][O:17][C:13]=4[C:12]=23)[CH:6]=[CH:5][CH:4]=[CH:3][CH:2]=1.C(Cl)(=O)C(Cl)=O.[NH2:29][C:30]1[CH:35]=[CH:34][CH:33]=[CH:32][N:31]=1.C(O)(=O)CC(CC(O)=O)(C(O)=O)O. Given the product [N:31]1[CH:32]=[CH:33][CH:34]=[CH:35][C:30]=1[NH:29][C:20]([C:10]1[S:9][C:8]([NH:7][C:1]2[CH:2]=[CH:3][CH:4]=[CH:5][CH:6]=2)=[C:12]2[C:13]3[O:17][N:16]=[CH:15][C:14]=3[CH2:18][CH2:19][C:11]=12)=[O:22], predict the reactants needed to synthesize it. (4) Given the product [NH2:39][CH2:40][C:41]([N:4]1[C:5]2[C:10](=[CH:9][CH:8]=[C:7]([NH:11][C:12](=[O:30])[C:13]3[CH:18]=[CH:17][CH:16]=[N:15][C:14]=3[NH:19][CH2:20][C:21]3[CH:26]=[CH:25][N:24]=[C:23]4[NH:27][CH:28]=[CH:29][C:22]=34)[CH:6]=2)[C:2]([CH3:31])([CH3:1])[CH2:3]1)=[O:42], predict the reactants needed to synthesize it. The reactants are: [CH3:1][C:2]1([CH3:31])[C:10]2[C:5](=[CH:6][C:7]([NH:11][C:12](=[O:30])[C:13]3[CH:18]=[CH:17][CH:16]=[N:15][C:14]=3[NH:19][CH2:20][C:21]3[CH:26]=[CH:25][N:24]=[C:23]4[NH:27][CH:28]=[CH:29][C:22]=34)=[CH:8][CH:9]=2)[NH:4][CH2:3]1.C(OC([NH:39][CH2:40][C:41](O)=[O:42])=O)(C)(C)C. (5) Given the product [F:32][C:2]([F:1])([F:33])[C:3]([NH:5][C@@H:6]1[CH2:31][CH2:30][N:9]2[C:10]3[CH:23]=[CH:22][C:21]([C:24]4[CH:39]=[CH:40][CH:35]=[CH:36][N:28]=4)=[CH:20][C:11]=3[C@H:12]([CH3:19])[C:13]3[CH:18]=[CH:17][CH:16]=[CH:15][C:14]=3[C@H:8]2[CH2:7]1)=[O:4], predict the reactants needed to synthesize it. The reactants are: [F:1][C:2]([F:33])([F:32])[C:3]([NH:5][C@@H:6]1[CH2:31][CH2:30][N:9]2[C:10]3[CH:23]=[CH:22][C:21]([C:24]4N=NN(C)[N:28]=4)=[CH:20][C:11]=3[C@H:12]([CH3:19])[C:13]3[CH:18]=[CH:17][CH:16]=[CH:15][C:14]=3[C@H:8]2[CH2:7]1)=[O:4].O.[CH:35]1[CH:36]=CC([As]([C:35]2[CH:36]=CC=[CH:39][CH:40]=2)[C:35]2[CH:36]=CC=[CH:39][CH:40]=2)=[CH:39][CH:40]=1.BrC1C=CC=CN=1.